Dataset: hERG potassium channel inhibition data for cardiac toxicity prediction from Karim et al.. Task: Regression/Classification. Given a drug SMILES string, predict its toxicity properties. Task type varies by dataset: regression for continuous values (e.g., LD50, hERG inhibition percentage) or binary classification for toxic/non-toxic outcomes (e.g., AMES mutagenicity, cardiotoxicity, hepatotoxicity). Dataset: herg_karim. The drug is O=C(N[C@H]1CCc2cc(CCN3CCN(c4nsc5ccccc45)CC3)ccc21)C1CC1. The result is 1 (blocker).